This data is from Forward reaction prediction with 1.9M reactions from USPTO patents (1976-2016). The task is: Predict the product of the given reaction. Given the reactants Cl[C:2]1[N:7]=[C:6]([C:8]#[N:9])[CH:5]=[CH:4][N:3]=1.[Cl:10][C:11]1[CH:17]=[CH:16][C:14]([NH2:15])=[CH:13][CH:12]=1, predict the reaction product. The product is: [Cl:10][C:11]1[CH:17]=[CH:16][C:14]([NH:15][C:2]2[N:7]=[C:6]([C:8]#[N:9])[CH:5]=[CH:4][N:3]=2)=[CH:13][CH:12]=1.